This data is from Forward reaction prediction with 1.9M reactions from USPTO patents (1976-2016). The task is: Predict the product of the given reaction. (1) Given the reactants [NH2:1][C:2]1[C:3]([CH3:13])=[C:4]([CH:9]=[C:10]([Br:12])[CH:11]=1)[C:5]([O:7][CH3:8])=[O:6].[C:14]([O-:17])(=O)[CH3:15].[K+].C(OC(=O)C)(=O)C.[N:26](OC(C)(C)C)=O.C1OCCOCCOCCOCCOCCOC1, predict the reaction product. The product is: [C:14]([N:1]1[C:2]2[CH:11]=[C:10]([Br:12])[CH:9]=[C:4]([C:5]([O:7][CH3:8])=[O:6])[C:3]=2[CH:13]=[N:26]1)(=[O:17])[CH3:15]. (2) Given the reactants I[C:2]1[CH:7]=[CH:6][N:5]=[C:4]([S:8][CH3:9])[N:3]=1.[Cu](C#N)[C:11]#[N:12], predict the reaction product. The product is: [CH3:9][S:8][C:4]1[N:3]=[C:2]([C:11]#[N:12])[CH:7]=[CH:6][N:5]=1.